This data is from Full USPTO retrosynthesis dataset with 1.9M reactions from patents (1976-2016). The task is: Predict the reactants needed to synthesize the given product. (1) Given the product [NH2:48][CH2:47][C:38]1[CH:37]=[C:36]([NH:35][C:33](=[O:34])[N:32]([CH2:31][CH2:30][C:27]2[CH:28]=[CH:29][C:24]([CH:20]([NH:19][C:15]3[CH:14]=[C:13]4[C:18](=[CH:17][CH:16]=3)[C:9]([N:8]([C:6]([O:5][C:1]([CH3:4])([CH3:3])[CH3:2])=[O:7])[C:50]([O:52][C:53]([CH3:54])([CH3:55])[CH3:56])=[O:51])=[N:10][CH:11]=[CH:12]4)[C:21]([OH:23])=[O:22])=[CH:25][CH:26]=2)[CH3:49])[CH:41]=[CH:40][C:39]=1[S:42]([CH2:45][CH3:46])(=[O:44])=[O:43], predict the reactants needed to synthesize it. The reactants are: [C:1]([O:5][C:6]([N:8]([C:50]([O:52][C:53]([CH3:56])([CH3:55])[CH3:54])=[O:51])[C:9]1[C:18]2[C:13](=[CH:14][C:15]([NH:19][CH:20]([C:24]3[CH:29]=[CH:28][C:27]([CH2:30][CH2:31][N:32]([CH3:49])[C:33]([NH:35][C:36]4[CH:41]=[CH:40][C:39]([S:42]([CH2:45][CH3:46])(=[O:44])=[O:43])=[C:38]([C:47]#[N:48])[CH:37]=4)=[O:34])=[CH:26][CH:25]=3)[C:21]([OH:23])=[O:22])=[CH:16][CH:17]=2)[CH:12]=[CH:11][N:10]=1)=[O:7])([CH3:4])([CH3:3])[CH3:2]. (2) Given the product [CH2:1]([O:4][C:5]1[CH:14]=[CH:13][CH:12]=[CH:11][C:6]=1[C:7]([OH:9])=[O:8])[CH2:2][CH3:3], predict the reactants needed to synthesize it. The reactants are: [CH2:1]([O:4][C:5]1[CH:14]=[CH:13][CH:12]=[CH:11][C:6]=1[C:7]([O:9]C)=[O:8])[CH2:2][CH3:3].[OH-].[Na+].Cl. (3) Given the product [C:10]1([CH:7]([C:1]2[CH:2]=[CH:3][CH:4]=[CH:5][CH:6]=2)[CH2:8][NH:9][C:35](=[O:36])[CH2:34][N:18]2[CH2:19][CH2:20][C:21]([C:22]3[CH:27]=[CH:26][CH:25]=[CH:24][CH:23]=3)([C:28]3[CH:33]=[CH:32][CH:31]=[CH:30][CH:29]=3)[C:17]2=[O:16])[CH:11]=[CH:12][CH:13]=[CH:14][CH:15]=1, predict the reactants needed to synthesize it. The reactants are: [C:1]1([CH:7]([C:10]2[CH:15]=[CH:14][CH:13]=[CH:12][CH:11]=2)[CH2:8][NH2:9])[CH:6]=[CH:5][CH:4]=[CH:3][CH:2]=1.[O:16]=[C:17]1[C:21]([C:28]2[CH:33]=[CH:32][CH:31]=[CH:30][CH:29]=2)([C:22]2[CH:27]=[CH:26][CH:25]=[CH:24][CH:23]=2)[CH2:20][CH2:19][N:18]1[CH2:34][C:35](O)=[O:36].Cl.C(N=C=NCCCN(C)C)C. (4) The reactants are: [C:12]([O:11][C:9](O[C:9]([O:11][C:12]([CH3:15])([CH3:14])[CH3:13])=[O:10])=[O:10])([CH3:15])([CH3:14])[CH3:13].[NH2:16][CH:17]([C:19]1[C:20]([O:41][CH2:42][CH3:43])=[C:21]([CH:27]2[CH2:30][N:29]([C:31]([O:33][CH2:34][C:35]3[CH:40]=[CH:39][CH:38]=[CH:37][CH:36]=3)=[O:32])[CH2:28]2)[C:22]([CH3:26])=[C:23]([Cl:25])[CH:24]=1)[CH3:18].CCN(C(C)C)C(C)C. Given the product [C:12]([O:11][C:9]([NH:16][CH:17]([C:19]1[C:20]([O:41][CH2:42][CH3:43])=[C:21]([CH:27]2[CH2:30][N:29]([C:31]([O:33][CH2:34][C:35]3[CH:40]=[CH:39][CH:38]=[CH:37][CH:36]=3)=[O:32])[CH2:28]2)[C:22]([CH3:26])=[C:23]([Cl:25])[CH:24]=1)[CH3:18])=[O:10])([CH3:13])([CH3:14])[CH3:15], predict the reactants needed to synthesize it.